From a dataset of Reaction yield outcomes from USPTO patents with 853,638 reactions. Predict the reaction yield, written as a fraction of the theoretical maximum amount of product (1.0 means a 100% yield; for example, 0.34 means a 34% yield). (1) The reactants are [F:1][C:2]1[CH:3]=[C:4]([C:10](=[O:12])[CH3:11])[CH:5]=[CH:6][C:7]=1[S:8][CH3:9].[Br:13]Br.C(OCC)(=O)C. The catalyst is C(O)(=O)C.Br. The product is [Br:13][CH2:11][C:10]([C:4]1[CH:5]=[CH:6][C:7]([S:8][CH3:9])=[C:2]([F:1])[CH:3]=1)=[O:12]. The yield is 0.710. (2) The reactants are [CH2:1]([OH:8])[C:2]1[CH:7]=[CH:6][CH:5]=[CH:4][CH:3]=1.[Cl:9][C:10]1[C:15](Cl)=[CH:14][C:13]([NH2:17])=[C:12]([N+:18]([O-:20])=[O:19])[CH:11]=1.C(=O)([O-])[O-].[Cs+].[Cs+]. The catalyst is CC(N(C)C)=O. The product is [CH2:1]([O:8][C:15]1[C:10]([Cl:9])=[CH:11][C:12]([N+:18]([O-:20])=[O:19])=[C:13]([NH2:17])[CH:14]=1)[C:2]1[CH:7]=[CH:6][CH:5]=[CH:4][CH:3]=1. The yield is 0.370. (3) The reactants are Cl[C:2]1[C:7]([NH2:8])=[CH:6][C:5]([CH3:9])=[CH:4][N:3]=1.[CH3:10][N:11](C=O)C. The catalyst is [C-]#N.[C-]#N.[Zn+2].C1(P([Pd-4](P(C2C=CC=CC=2)(C2C=CC=CC=2)C2C=CC=CC=2)(P(C2C=CC=CC=2)(C2C=CC=CC=2)C2C=CC=CC=2)P(C2C=CC=CC=2)(C2C=CC=CC=2)C2C=CC=CC=2)(C2C=CC=CC=2)C2C=CC=CC=2)C=CC=CC=1. The product is [NH2:8][C:7]1[C:2]([C:10]#[N:11])=[N:3][CH:4]=[C:5]([CH3:9])[CH:6]=1. The yield is 0.650. (4) The reactants are [CH3:1][O:2][C:3]1[CH:8]=[CH:7][CH:6]=[CH:5][C:4]=1[CH:9]([CH3:12])[CH2:10]O.[C:13]1(=[O:23])[NH:17][C:16](=[O:18])[C:15]2=[CH:19][CH:20]=[CH:21][CH:22]=[C:14]12.C1C=CC(P(C2C=CC=CC=2)C2C=CC=CC=2)=CC=1.CC(OC(/N=N/C(OC(C)C)=O)=O)C. No catalyst specified. The product is [CH3:1][O:2][C:3]1[CH:8]=[CH:7][CH:6]=[CH:5][C:4]=1[CH:9]([CH3:12])[CH2:10][N:17]1[C:13](=[O:23])[C:14]2[C:15](=[CH:19][CH:20]=[CH:21][CH:22]=2)[C:16]1=[O:18]. The yield is 1.00. (5) The product is [CH3:1][C:2]1[O:6][N:5]=[CH:4][C:3]=1[C:7]([N:24]1[CH2:25][CH2:26][CH2:27][C@H:22]([C:20]2[O:19][N:18]=[C:17]([C:11]3[CH:16]=[CH:15][CH:14]=[CH:13][CH:12]=3)[N:21]=2)[CH2:23]1)=[O:9]. The reactants are [CH3:1][C:2]1[O:6][N:5]=[CH:4][C:3]=1[C:7]([OH:9])=O.Cl.[C:11]1([C:17]2[N:21]=[C:20]([C@H:22]3[CH2:27][CH2:26][CH2:25][NH:24][CH2:23]3)[O:19][N:18]=2)[CH:16]=[CH:15][CH:14]=[CH:13][CH:12]=1. The yield is 1.00. The catalyst is C(Cl)Cl.CO. (6) The reactants are [CH3:1][N:2]1[C:6]([CH3:7])=[C:5]([C:8]([NH:10][C:11]2[CH:26]=[CH:25][C:14]([O:15][C:16]3[CH:21]=[CH:20][N:19]=[C:18](C(N)=O)[CH:17]=3)=[C:13]([F:27])[CH:12]=2)=[O:9])[C:4](=[O:28])[N:3]1[C:29]1[CH:34]=[CH:33][CH:32]=[CH:31][CH:30]=1.C(O)(=O)C.C(O)(=O)C.IC1C=CC=CC=1.CCOC(C)=O.CC#[N:58].O. No catalyst specified. The product is [NH2:58][C:18]1[CH:17]=[C:16]([O:15][C:14]2[CH:25]=[CH:26][C:11]([NH:10][C:8]([C:5]3[C:4](=[O:28])[N:3]([C:29]4[CH:30]=[CH:31][CH:32]=[CH:33][CH:34]=4)[N:2]([CH3:1])[C:6]=3[CH3:7])=[O:9])=[CH:12][C:13]=2[F:27])[CH:21]=[CH:20][N:19]=1. The yield is 0.810. (7) The reactants are [O:1]=[C:2]1[O:6][N:5]=[C:4]([C:7]2[CH:12]=[CH:11][CH:10]=[CH:9][C:8]=2[C:13]2[CH:18]=[CH:17][C:16]([CH2:19][C:20]3[C:21](=[O:46])[N:22]([C@H:32]4[CH2:37][CH2:36][C@H:35]([O:38][CH2:39][CH:40]([OH:45])[C:41]([F:44])([F:43])[F:42])[CH2:34][CH2:33]4)[C:23]4[N:24]([N:29]=[CH:30][CH:31]=4)[C:25]=3[CH2:26][CH2:27][CH3:28])=[CH:15][CH:14]=2)[NH:3]1.CC(OI1(OC(C)=O)(OC(C)=O)OC(=O)C2C1=CC=CC=2)=O.C(OCC)(=O)C.S([O-])([O-])(=O)=S.[Na+].[Na+]. The catalyst is C(Cl)Cl.O. The product is [O:1]=[C:2]1[O:6][N:5]=[C:4]([C:7]2[CH:12]=[CH:11][CH:10]=[CH:9][C:8]=2[C:13]2[CH:14]=[CH:15][C:16]([CH2:19][C:20]3[C:21](=[O:46])[N:22]([C@H:32]4[CH2:33][CH2:34][C@H:35]([O:38][CH2:39][C:40](=[O:45])[C:41]([F:42])([F:44])[F:43])[CH2:36][CH2:37]4)[C:23]4[N:24]([N:29]=[CH:30][CH:31]=4)[C:25]=3[CH2:26][CH2:27][CH3:28])=[CH:17][CH:18]=2)[NH:3]1. The yield is 0.730. (8) The reactants are [C:1]([O:5][C:6]([C:8]1[CH:9]=[C:10]([C:14]2[C:19]([CH3:20])=[CH:18][CH:17]=[CH:16][N+:15]=2[O-])[CH:11]=[CH:12][CH:13]=1)=[O:7])([CH3:4])([CH3:3])[CH3:2].[N:22]1C=CC=CC=1.CS(OS(C)(=O)=O)(=O)=O.C(CN)O. The catalyst is CC#N.O. The product is [C:1]([O:5][C:6](=[O:7])[C:8]1[CH:13]=[CH:12][CH:11]=[C:10]([C:14]2[C:19]([CH3:20])=[CH:18][CH:17]=[C:16]([NH2:22])[N:15]=2)[CH:9]=1)([CH3:4])([CH3:3])[CH3:2]. The yield is 0.530. (9) The reactants are [Br:1][C:2]1[CH:3]=[C:4]2[C:8](=[C:9]([Cl:11])[CH:10]=1)[NH:7][C:6]([C:12]([OH:14])=O)=[CH:5]2.[F:15][B-](F)(F)F.N1(OC(N(C)C)=[N+](C)C)C2C=CC=CC=2N=N1.F[CH:38]1[CH2:43][CH:42]([F:44])[CH2:41][CH2:40][NH:39]1.C(N(CC)C(C)C)(C)C. The catalyst is CN(C)C=O. The product is [Br:1][C:2]1[CH:3]=[C:4]2[C:8](=[C:9]([Cl:11])[CH:10]=1)[NH:7][C:6]([C:12]([N:39]1[CH2:40][CH2:41][C:42]([F:44])([F:15])[CH2:43][CH2:38]1)=[O:14])=[CH:5]2. The yield is 0.890.